Predict the reaction yield, written as a fraction of the theoretical maximum amount of product (1.0 means a 100% yield; for example, 0.34 means a 34% yield). From a dataset of Reaction yield outcomes from USPTO patents with 853,638 reactions. (1) The reactants are [Br:1][CH2:2][CH2:3][CH2:4][CH2:5][CH2:6][CH2:7][CH2:8][CH2:9][CH2:10][OH:11].C(=O)(O)[O-].[Na+].[Br-].[K+].S(=O)(O)[O-].[Na+]. The catalyst is O.ClCCl. The product is [Br:1][CH2:2][CH2:3][CH2:4][CH2:5][CH2:6][CH2:7][CH2:8][CH2:9][CH:10]=[O:11]. The yield is 0.940. (2) The reactants are [CH3:1][S:2][C:3]1[S:7][C:6]2=[N:8][C:9]([C:11](Cl)=[O:12])=[CH:10][N:5]2[N:4]=1.[NH2:14][C:15]1[C:20]([OH:21])=[CH:19][C:18]([O:22][CH3:23])=[CH:17][C:16]=1[OH:24].C(N(CC)CC)C. The catalyst is CN(C=O)C. The product is [OH:24][C:16]1[CH:17]=[C:18]([O:22][CH3:23])[CH:19]=[C:20]([OH:21])[C:15]=1[NH:14][C:11]([C:9]1[N:8]=[C:6]2[N:5]([CH:10]=1)[N:4]=[C:3]([S:2][CH3:1])[S:7]2)=[O:12]. The yield is 0.175. (3) The reactants are CC(C)(OC([N:7]1[CH2:11][C@@H:10]([N:12]2[CH2:17][CH2:16][N:15]([C:18]3[N:22]([C:23]4[CH:28]=[CH:27][CH:26]=[CH:25][CH:24]=4)[N:21]=[C:20]([CH3:29])[CH:19]=3)[CH2:14][CH2:13]2)[CH2:9][C@H:8]1[C:30]([N:32]1[CH2:36][CH2:35][S:34][CH2:33]1)=[O:31])=O)C.FC(F)(F)C(O)=O. The catalyst is ClCCl. The product is [CH3:29][C:20]1[CH:19]=[C:18]([N:15]2[CH2:16][CH2:17][N:12]([C@@H:10]3[CH2:11][NH:7][C@H:8]([C:30]([N:32]4[CH2:36][CH2:35][S:34][CH2:33]4)=[O:31])[CH2:9]3)[CH2:13][CH2:14]2)[N:22]([C:23]2[CH:28]=[CH:27][CH:26]=[CH:25][CH:24]=2)[N:21]=1. The yield is 0.930. (4) The reactants are CC1(C)C2C(=C(P(C3C=CC=CC=3)C3C=CC=CC=3)C=CC=2)OC2C(P(C3C=CC=CC=3)C3C=CC=CC=3)=CC=CC1=2.Br[C:44]1[CH:49]=[N:48][C:47]([Br:50])=[CH:46][N:45]=1.C(=O)([O-])[O-].[Cs+].[Cs+].[F:57][C:58]([F:67])([F:66])[C:59]1[N:64]=[CH:63][C:62]([NH2:65])=[CH:61][CH:60]=1. The catalyst is C1(C)C=CC=CC=1.CC([O-])=O.CC([O-])=O.[Pd+2]. The product is [Br:50][C:47]1[N:48]=[CH:49][C:44]([NH:65][C:62]2[CH:63]=[N:64][C:59]([C:58]([F:67])([F:57])[F:66])=[CH:60][CH:61]=2)=[N:45][CH:46]=1. The yield is 0.360. (5) The reactants are [C:1]([C:5]1[N:6]=[C:7]([NH:10][C:11]([C:13]2[CH:39]=[CH:38][N:16]3[C:17](=[O:37])[C:18](/[CH:28]=[CH:29]/[C:30]([O:32][C:33]([CH3:36])([CH3:35])[CH3:34])=[O:31])=[C:19]([N:21]4[CH2:26][CH2:25][CH2:24][C@@H:23]([OH:27])[CH2:22]4)[N:20]=[C:15]3[CH:14]=2)=[O:12])[S:8][CH:9]=1)([CH3:4])([CH3:3])[CH3:2].O1CCCC1.[Cl:45][CH2:46][CH2:47][CH2:48][N:49]=[C:50]=[O:51].C(=O)([O-])O.[Na+]. The catalyst is N1C=CC=CC=1. The product is [C:1]([C:5]1[N:6]=[C:7]([NH:10][C:11]([C:13]2[CH:39]=[CH:38][N:16]3[C:17](=[O:37])[C:18](/[CH:28]=[CH:29]/[C:30]([O:32][C:33]([CH3:36])([CH3:35])[CH3:34])=[O:31])=[C:19]([N:21]4[CH2:26][CH2:25][CH2:24][C@@H:23]([O:27][C:50]([NH:49][CH2:48][CH2:47][CH2:46][Cl:45])=[O:51])[CH2:22]4)[N:20]=[C:15]3[CH:14]=2)=[O:12])[S:8][CH:9]=1)([CH3:4])([CH3:2])[CH3:3]. The yield is 0.630. (6) The reactants are [OH-].[Li+].C([O:6][CH2:7][C:8]([NH:10][C@H:11]1[C@@H:16]2[C@@H:14]([C@H:15]2[C:17]([O:19]CC)=[O:18])[C@:13]([NH:27][C:28]([O:30][C:31]([CH3:34])([CH3:33])[CH3:32])=[O:29])([C:22]([O:24]CC)=[O:23])[C@@H:12]1[O:35][CH2:36][C:37]1[CH:42]=[CH:41][C:40]([Cl:43])=[C:39]([Cl:44])[CH:38]=1)=[O:9])(=O)C.Cl. The catalyst is O1CCCC1. The product is [C:31]([O:30][C:28]([NH:27][C@@:13]1([C:22]([OH:24])=[O:23])[C@H:12]([O:35][CH2:36][C:37]2[CH:42]=[CH:41][C:40]([Cl:43])=[C:39]([Cl:44])[CH:38]=2)[C@@H:11]([NH:10][C:8](=[O:9])[CH2:7][OH:6])[C@@H:16]2[C@H:14]1[C@H:15]2[C:17]([OH:19])=[O:18])=[O:29])([CH3:34])([CH3:32])[CH3:33]. The yield is 0.510. (7) The reactants are Cl[C:2]1[NH:3][CH:4]=[C:5]([N+:7]([O-:9])=[O:8])[N:6]=1.[CH3:10][C:11]1([CH2:14][N:15]2[CH2:20][CH2:19][N:18]([C:21]([O:23][C:24]([CH3:27])([CH3:26])[CH3:25])=[O:22])[CH2:17][CH2:16]2)[CH2:13][O:12]1.C([O-])(=O)C.[Na+]. The catalyst is C(O)CC.C(Cl)Cl. The product is [C:24]([O:23][C:21]([N:18]1[CH2:17][CH2:16][N:15]([CH2:14][C:11]2([CH3:13])[O:12][C:2]3=[N:6][C:5]([N+:7]([O-:9])=[O:8])=[CH:4][N:3]3[CH2:10]2)[CH2:20][CH2:19]1)=[O:22])([CH3:27])([CH3:26])[CH3:25]. The yield is 0.230.